This data is from Forward reaction prediction with 1.9M reactions from USPTO patents (1976-2016). The task is: Predict the product of the given reaction. (1) Given the reactants C(O[CH:4]([CH2:16][C:17]1[CH:22]=[CH:21][CH:20]=[CH:19][N:18]=1)[CH:5]([C:11](OCC)=[O:12])[C:6]([O:8][CH2:9][CH3:10])=[O:7])C.C1(OC2C=CC=CC=2)C=CC=CC=1, predict the reaction product. The product is: [CH2:9]([O:8][C:6]([C:5]1[C:11](=[O:12])[N:18]2[C:17]([CH:22]=[CH:21][CH:20]=[CH:19]2)=[CH:16][CH:4]=1)=[O:7])[CH3:10]. (2) Given the reactants [CH:1]1([NH:4][S:5]([CH2:8][CH2:9][CH3:10])(=[O:7])=[O:6])[CH2:3][CH2:2]1.C([O-])([O-])=O.[K+].[K+].Br[CH2:18][CH2:19][O:20][C:21](=[O:23])[CH3:22], predict the reaction product. The product is: [CH:1]1([N:4]([S:5]([CH2:8][CH2:9][CH3:10])(=[O:7])=[O:6])[CH2:18][CH2:19][O:20][C:21](=[O:23])[CH3:22])[CH2:3][CH2:2]1.